This data is from Forward reaction prediction with 1.9M reactions from USPTO patents (1976-2016). The task is: Predict the product of the given reaction. (1) Given the reactants [Cl:1][C:2]1[CH:3]=[CH:4][C:5]([C:38]#[N:39])=[C:6]([C:8]2[C:13]([O:14][CH3:15])=[CH:12][N:11]([CH:16]([CH2:30][CH:31]3[CH2:36][CH2:35][CH2:34][CH2:33][O:32]3)[C:17]([NH:19][C:20]3[CH:29]=[CH:28][CH:27]=[CH:26][C:21]=3[C:22]([O:24]C)=[O:23])=[O:18])[C:10](=[O:37])[CH:9]=2)[CH:7]=1.C(=O)([O-])[O-].[Cs+].[Cs+], predict the reaction product. The product is: [Cl:1][C:2]1[CH:3]=[CH:4][C:5]([C:38]#[N:39])=[C:6]([C:8]2[C:13]([O:14][CH3:15])=[CH:12][N:11]([CH:16]([CH2:30][CH:31]3[CH2:36][CH2:35][CH2:34][CH2:33][O:32]3)[C:17]([NH:19][C:20]3[CH:29]=[CH:28][CH:27]=[CH:26][C:21]=3[C:22]([OH:24])=[O:23])=[O:18])[C:10](=[O:37])[CH:9]=2)[CH:7]=1. (2) The product is: [Cl:1][C:2]1[CH:36]=[CH:35][CH:34]=[C:33]([C:37]([F:40])([F:38])[F:39])[C:3]=1[C:4]([N:6]1[C:14]2[C:9](=[CH:10][CH:11]=[C:12]([C:15]([N:17]3[CH2:18][CH2:19][O:20][CH2:21][CH2:22]3)=[O:16])[CH:13]=2)[C:8]([C:23]2[CH:24]=[CH:25][C:26]([C:27]([OH:29])=[O:28])=[CH:31][CH:32]=2)=[N:7]1)=[O:5]. Given the reactants [Cl:1][C:2]1[CH:36]=[CH:35][CH:34]=[C:33]([C:37]([F:40])([F:39])[F:38])[C:3]=1[C:4]([N:6]1[C:14]2[C:9](=[CH:10][CH:11]=[C:12]([C:15]([N:17]3[CH2:22][CH2:21][O:20][CH2:19][CH2:18]3)=[O:16])[CH:13]=2)[C:8]([C:23]2[CH:32]=[CH:31][C:26]([C:27]([O:29]C)=[O:28])=[CH:25][CH:24]=2)=[N:7]1)=[O:5].[Li+].[OH-], predict the reaction product.